This data is from Forward reaction prediction with 1.9M reactions from USPTO patents (1976-2016). The task is: Predict the product of the given reaction. (1) Given the reactants [Br:1][C:2]1[CH:3]=[CH:4][C:5]([O:35][CH2:36][O:37][CH3:38])=[C:6]([C@@:8]([C:21]2[CH:26]=[C:25]([N:27]3[CH2:32][CH2:31][O:30][CH2:29][CH2:28]3)[N:24]=[C:23]([F:33])[C:22]=2[Cl:34])([NH:14][S@:15]([C:17]([CH3:20])([CH3:19])[CH3:18])=[O:16])[C:9](OCC)=[O:10])[CH:7]=1.CC(C[AlH]CC(C)C)C.C(C(C(C([O-])=O)O)O)([O-])=O.[Na+].[K+].CCOC(C)=O, predict the reaction product. The product is: [Br:1][C:2]1[CH:3]=[CH:4][C:5]([O:35][CH2:36][O:37][CH3:38])=[C:6]([C@:8]([NH:14][S@:15]([C:17]([CH3:18])([CH3:19])[CH3:20])=[O:16])([C:21]2[CH:26]=[C:25]([N:27]3[CH2:32][CH2:31][O:30][CH2:29][CH2:28]3)[N:24]=[C:23]([F:33])[C:22]=2[Cl:34])[CH2:9][OH:10])[CH:7]=1. (2) Given the reactants Cl[C:2]1[CH:7]=[C:6]([C:8]2[CH:13]=[C:12]([Br:14])[CH:11]=[CH:10][C:9]=2[O:15][CH2:16][CH3:17])[N:5]=[C:4]([NH2:18])[N:3]=1.[NH2:19][C:20]1[CH:25]=[CH:24][C:23]([C:26](=[O:31])[C:27]([F:30])([F:29])[F:28])=[CH:22][CH:21]=1, predict the reaction product. The product is: [NH2:18][C:4]1[N:3]=[C:2]([NH:19][C:20]2[CH:25]=[CH:24][C:23]([C:26](=[O:31])[C:27]([F:28])([F:29])[F:30])=[CH:22][CH:21]=2)[CH:7]=[C:6]([C:8]2[CH:13]=[C:12]([Br:14])[CH:11]=[CH:10][C:9]=2[O:15][CH2:16][CH3:17])[N:5]=1. (3) Given the reactants [Cl:1][C:2]1[CH:3]=[CH:4][C:5]([O:14][CH3:15])=[C:6]([C:8]#[C:9][Si](C)(C)C)[CH:7]=1.C([O-])([O-])=O.[K+].[K+].O, predict the reaction product. The product is: [Cl:1][C:2]1[CH:3]=[CH:4][C:5]([O:14][CH3:15])=[C:6]([C:8]#[CH:9])[CH:7]=1. (4) Given the reactants C(O)(=O)C.[NH:5]1[CH2:8][CH:7]([C:9]([O:11][C:12]([CH3:15])([CH3:14])[CH3:13])=[O:10])[CH2:6]1.[CH:16]([C:18]1[CH:25]=[CH:24][C:21]([C:22]#[N:23])=[CH:20][CH:19]=1)=O.C([BH3-])#N.[Na+], predict the reaction product. The product is: [C:22]([C:21]1[CH:24]=[CH:25][C:18]([CH2:16][N:5]2[CH2:6][CH:7]([C:9]([O:11][C:12]([CH3:15])([CH3:14])[CH3:13])=[O:10])[CH2:8]2)=[CH:19][CH:20]=1)#[N:23]. (5) Given the reactants C(=O)([O-])[O-].[K+].[K+].[CH:7](Br)([CH3:9])[CH3:8].[C:11]([O:20]C)(=[O:19])[C:12]1[C:13](=[CH:15][CH:16]=[CH:17][CH:18]=1)[OH:14].[OH-].[Na+], predict the reaction product. The product is: [CH:7]([O:14][C:13]1[CH:15]=[CH:16][CH:17]=[CH:18][C:12]=1[C:11]([OH:20])=[O:19])([CH3:9])[CH3:8]. (6) Given the reactants [CH3:1][NH:2][C:3](=O)[CH2:4][C:5]1[C:9]2=[N:10][CH:11]=[CH:12][CH:13]=[C:8]2[NH:7][CH:6]=1.[H-].[Al+3].[Li+].[H-].[H-].[H-], predict the reaction product. The product is: [CH3:1][NH:2][CH2:3][CH2:4][C:5]1[C:9]2=[N:10][CH:11]=[CH:12][CH:13]=[C:8]2[NH:7][CH:6]=1.